Task: Binary Classification. Given a miRNA mature sequence and a target amino acid sequence, predict their likelihood of interaction.. Dataset: Experimentally validated miRNA-target interactions with 360,000+ pairs, plus equal number of negative samples (1) The miRNA is hsa-miR-7976 with sequence UGCCCUGAGACUUUUGCUC. The protein sequence of the target gene is MTAHSFALPVIIFTTFWGLVGIAGPWFVPKGPNRGVIITMLVATAVCCYLFWLIAILAQLNPLFGPQLKNETIWYVRFLWE. Result: 0 (no interaction). (2) The miRNA is hsa-miR-31-5p with sequence AGGCAAGAUGCUGGCAUAGCU. The protein sequence of the target gene is MGMRIKLQSTNHPNNLLKELNKCRLSETMCDVTIVVGSRSFPAHKAVLACAAGYFQNLFLNTGLDAARTYVVDFITPANFEKVLSFVYTSELFTDLINVGVIYEVAERLGMEDLLQACHSTFPDLESTARAKPLTSTSESHSGTLSCPSAEPAHPLGELRGGGDYLGADRNYVLPSDAGGSYKEEEKNVASDANHSLHLPQPPPPPPKTEDHDTPAPFTSIPSMMTQPLLGTVSTGIQTSTSSCQPYKVQSNGDFSKNSFLTPDNAVDITTGTNSCLSNSEHSKDPGFGQMDELQLEDLG.... Result: 1 (interaction). (3) The miRNA is hsa-miR-4753-3p with sequence UUCUCUUUCUUUAGCCUUGUGU. The protein sequence of the target gene is MVMVLSESLSTRGADSIACGTFSRELHTPKKMSQGPTLFSCGIMENDRWRDLDRKCPLQIDQPSTSIWECLPEKDSSLWHREAVTACAVTSLIKDLSISDHNGNPSAPPSKRQCRSLSFSDEMSSCRTSWRPLGSKVWTPVEKRRCYSGGSVQRYSNGFSTMQRSSSFSLPSRANVLSSPCDQAGLHHRFGGQPCQGVPGSAPCGQAGDTWSPDLHPVGGGRLDLQRSLSCSHEQFSFVEYCPPSANSTPASTPELARRSSGLSRSRSQPCVLNDKKVGVKRRRPEEVQEQRPSLDLAKM.... Result: 1 (interaction). (4) The miRNA is cel-lin-4-5p with sequence UCCCUGAGACCUCAAGUGUGA. The protein sequence of the target gene is MPLRKMKIPFLLLFFLWEAESHAASRPNIILVMADDLGIGDPGCYGNKTIRTPNIDRLASGGVKLTQHLAASPLCTPSRAAFMTGRYPVRSGMASWSRTGVFLFTASSGGLPTDEITFAKLLKDQGYSTALIGKWHLGMSCHSKTDFCHHPLHHGFNYFYGISLTNLRDCKPGEGSVFTTGFKRLVFLPLQIVGVTLLTLAALNCLGLLHVPLGVFFSLLFLAALILTLFLGFLHYFRPLNCFMMRNYEIIQQPMSYDNLTQRLTVEAAQFIQRNTETPFLLVLSYLHVHTALFSSKDFA.... Result: 0 (no interaction). (5) The protein sequence of the target gene is MWTTGRMSNAKSWLGLGTSLYFWALMDLTATVLSSTPMPEVELETLFSGRSQSHQRSKRSWVWNQFFVLEEYTGTDPLYVGKLHSDMDRGDGSIKYILSGEGAGIVFTIDDTTGDIHAIQRLDREERAQYTLRAQALDRRTGRPMEPESEFIIKIQDINDNEPKFLDGPYIATVPEMSPVGTSVIQVTATDADDPTYGNSARVVYSILQGQPYFSVDSKTGVIRTALMNMDREAKEYYEVIIQAKDMGGQLGGLAGTTTVNITLSDVNDNPPRFPQKHYQMSVLESAPISSTVGRVFAKD.... The miRNA is rno-miR-142-5p with sequence CAUAAAGUAGAAAGCACUACU. Result: 0 (no interaction). (6) The miRNA is cel-miR-1019-5p with sequence GUGAGCAUUGUUCGAGUUUCAUUUU. The protein sequence of the target gene is MEAPGVLLVMGVSGSGKSTVGALLASKLGWKFYDADDYHSEENRIKMAKGVPLSDQDRIPWLCTLHDILLRDVALGQPVVLACSALKKTYRDILIRGGSDAPLKSDDSAKEPLAGGKLLVVYLCGSFDIIYGRLLQRKGHFMPPELLQSQFSILEPPSAPENFIQVSVDKSLPEITAAVMEALK. Result: 0 (no interaction). (7) The miRNA is hsa-miR-570-3p with sequence CGAAAACAGCAAUUACCUUUGC. The protein sequence of the target gene is MSFFGFGQSVEVEILLNDAESRKRAEHKTEDGKKEKYFLFYDGETVSGKVSLALKNPNKRLEHQGIKIEFIGQIELYYDRGNHHEFVSLVKDLARPGEITQSQAFDFEFTHVEKPYESYTGQNVKLRYFLRATISRRLNDVVKEMDIVVHTLSTYPELNSSIKMEVGIEDCLHIEFEYNKSKYHLKDVIVGKIYFLLVRIKIKHMEIDIIKRETTGTGPNVYHENDTIAKYEIMDGAPVRGESIPIRLFLAGYELTPTMRDINKKFSVRYYLNLVLIDEEERRYFKQQEVVLWRKGDIVR.... Result: 1 (interaction).